Dataset: Peptide-MHC class II binding affinity with 134,281 pairs from IEDB. Task: Regression. Given a peptide amino acid sequence and an MHC pseudo amino acid sequence, predict their binding affinity value. This is MHC class II binding data. (1) The peptide sequence is HHLVEFEPPHAATIR. The MHC is DRB1_1501 with pseudo-sequence DRB1_1501. The binding affinity (normalized) is 0.499. (2) The peptide sequence is RKRRSHDVLTVQFLI. The MHC is H-2-IEd with pseudo-sequence H-2-IEd. The binding affinity (normalized) is 0.115. (3) The MHC is DRB1_0405 with pseudo-sequence DRB1_0405. The binding affinity (normalized) is 0.250. The peptide sequence is VKDLKKIITRISAVS. (4) The peptide sequence is LPPIVAKEIVASCDKC. The MHC is DRB3_0101 with pseudo-sequence DRB3_0101. The binding affinity (normalized) is 0.185. (5) The peptide sequence is IVTHFPFDEQNCSMKLG. The MHC is DRB1_1501 with pseudo-sequence DRB1_1501. The binding affinity (normalized) is 0.239. (6) The peptide sequence is GELQIVPKIDAAFKI. The MHC is DRB1_0701 with pseudo-sequence DRB1_0701. The binding affinity (normalized) is 0.599. (7) The peptide sequence is GESQIVDKIDAAFKI. The MHC is DRB1_1501 with pseudo-sequence DRB1_1501. The binding affinity (normalized) is 0.507. (8) The peptide sequence is MATFKIQPVFMVASFLKA. The MHC is DRB1_0404 with pseudo-sequence DRB1_0404. The binding affinity (normalized) is 0.295. (9) The peptide sequence is LPADLMIRIIAQGPK. The MHC is HLA-DPA10201-DPB10501 with pseudo-sequence HLA-DPA10201-DPB10501. The binding affinity (normalized) is 0.115.